From a dataset of Reaction yield outcomes from USPTO patents with 853,638 reactions. Predict the reaction yield, written as a fraction of the theoretical maximum amount of product (1.0 means a 100% yield; for example, 0.34 means a 34% yield). (1) The catalyst is C1COCC1. The yield is 0.480. The product is [NH:5]1[C:6]2[C:7](=[CH:9][CH:10]=[CH:12][CH:8]=2)[CH:4]=[CH:3]1. The reactants are [Li+].C[CH:3]([N-:5][CH:6]([CH3:8])[CH3:7])[CH3:4].[C:9](#N)[C:10]([CH3:12])=O. (2) The reactants are [C:1]([O:5][C:6]([N:8]1[CH2:18][CH2:17][C:11]2[N:12]=[C:13]([NH2:16])[N:14]=[CH:15][C:10]=2[CH2:9]1)=[O:7])([CH3:4])([CH3:3])[CH3:2].[Cl:19][C:20]1[CH:21]=[C:22]([CH:26]=[CH:27][CH:28]=1)[C:23](Cl)=[O:24].[OH-].[Na+].C(Cl)Cl. The catalyst is N1C=CC=CC=1. The product is [C:1]([O:5][C:6]([N:8]1[CH2:18][CH2:17][C:11]2[N:12]=[C:13]([NH:16][C:23](=[O:24])[C:22]3[CH:26]=[CH:27][CH:28]=[C:20]([Cl:19])[CH:21]=3)[N:14]=[CH:15][C:10]=2[CH2:9]1)=[O:7])([CH3:4])([CH3:2])[CH3:3]. The yield is 0.530. (3) The reactants are [Cl:1][C:2]1[N:7]=[C:6]([NH2:8])[C:5]([CH3:9])=[CH:4][N:3]=1.Br[C:11]1[C:19]2[O:18][CH2:17][O:16][C:15]=2[CH:14]=[CH:13][CH:12]=1.CC1(C)C2C(=C(P(C3C=CC=CC=3)C3C=CC=CC=3)C=CC=2)OC2C(P(C3C=CC=CC=3)C3C=CC=CC=3)=CC=CC1=2.C(=O)([O-])[O-].[Cs+].[Cs+]. The catalyst is O1CCOCC1.C(Cl)Cl.C1C=CC(/C=C/C(/C=C/C2C=CC=CC=2)=O)=CC=1.C1C=CC(/C=C/C(/C=C/C2C=CC=CC=2)=O)=CC=1.C1C=CC(/C=C/C(/C=C/C2C=CC=CC=2)=O)=CC=1.[Pd].[Pd]. The product is [O:16]1[C:15]2[CH:14]=[CH:13][CH:12]=[C:11]([NH:8][C:6]3[C:5]([CH3:9])=[CH:4][N:3]=[C:2]([Cl:1])[N:7]=3)[C:19]=2[O:18][CH2:17]1. The yield is 0.390. (4) The reactants are [F:1][C:2]1[CH:7]=[CH:6][C:5]([C:8]2[C:17]([N:18]([CH:20]([CH3:22])[CH3:21])[CH3:19])=[N:16][C:15]3[C:10](=[CH:11][C:12]([OH:27])=[C:13]([C:23]([O:25]C)=[O:24])[CH:14]=3)[N:9]=2)=[CH:4][CH:3]=1.[OH-].[Na+]. The catalyst is CO.O. The product is [F:1][C:2]1[CH:3]=[CH:4][C:5]([C:8]2[C:17]([N:18]([CH:20]([CH3:22])[CH3:21])[CH3:19])=[N:16][C:15]3[C:10](=[CH:11][C:12]([OH:27])=[C:13]([C:23]([OH:25])=[O:24])[CH:14]=3)[N:9]=2)=[CH:6][CH:7]=1. The yield is 0.880. (5) The reactants are [Br:1][C:2]1[CH:3]=[C:4](/[CH:9]=[CH:10]/[C:11]([NH:13][C:14]2([C:20]([NH:22][CH2:23][CH2:24][C:25]3[C:33]4[C:28](=[CH:29][CH:30]=[C:31]([F:34])[CH:32]=4)[NH:27][CH:26]=3)=[O:21])[CH2:19][CH2:18][NH:17][CH2:16][CH2:15]2)=[O:12])[CH:5]=[CH:6][C:7]=1[F:8].C(N(CC)CC)C.[C:42](Cl)(=[O:44])[CH3:43]. The catalyst is C(Cl)Cl. The product is [C:42]([N:17]1[CH2:18][CH2:19][C:14]([NH:13][C:11](=[O:12])/[CH:10]=[CH:9]/[C:4]2[CH:5]=[CH:6][C:7]([F:8])=[C:2]([Br:1])[CH:3]=2)([C:20]([NH:22][CH2:23][CH2:24][C:25]2[C:33]3[C:28](=[CH:29][CH:30]=[C:31]([F:34])[CH:32]=3)[NH:27][CH:26]=2)=[O:21])[CH2:15][CH2:16]1)(=[O:44])[CH3:43]. The yield is 0.670. (6) The reactants are C(=O)([O-])[O-].[K+].[K+].Br[CH2:8][CH2:9][OH:10].[N+:11]([C:14]1[C:15]([CH3:21])=[CH:16][C:17]([OH:20])=[CH:18][CH:19]=1)([O-:13])=[O:12]. The catalyst is CC(N(C)C)=O.C(OCC)(=O)C. The product is [CH3:21][C:15]1[CH:16]=[C:17]([CH:18]=[CH:19][C:14]=1[N+:11]([O-:13])=[O:12])[O:20][CH2:8][CH2:9][OH:10]. The yield is 0.460.